Predict the product of the given reaction. From a dataset of Forward reaction prediction with 1.9M reactions from USPTO patents (1976-2016). Given the reactants C(OC1C=CC=CC=1C1N(C2C=C(C=CC=2)C(O)=O)N=CC=1)C1C=CC=CC=1.C([C:32]1[CH:36]=[C:35]([C:37]2[CH:42]=[C:41]([Cl:43])[CH:40]=[CH:39][C:38]=2[O:44][CH2:45][C:46]2[CH:51]=[CH:50][CH:49]=[CH:48][CH:47]=2)[N:34]([C:52]2[CH:53]=[C:54]([CH:58]=[CH:59][CH:60]=2)[C:55]([OH:57])=[O:56])[N:33]=1)(O)=O, predict the reaction product. The product is: [CH2:45]([O:44][C:38]1[CH:39]=[CH:40][C:41]([Cl:43])=[CH:42][C:37]=1[C:35]1[N:34]([C:52]2[CH:53]=[C:54]([CH:58]=[CH:59][CH:60]=2)[C:55]([OH:57])=[O:56])[N:33]=[CH:32][CH:36]=1)[C:46]1[CH:47]=[CH:48][CH:49]=[CH:50][CH:51]=1.